This data is from Kir2.1 potassium channel HTS with 301,493 compounds. The task is: Binary Classification. Given a drug SMILES string, predict its activity (active/inactive) in a high-throughput screening assay against a specified biological target. (1) The compound is Clc1ccc(CN(CC2CCC(CC2)C(O)=O)C(=S)Nc2c(OC)cccc2)cc1. The result is 0 (inactive). (2) The compound is O=C(Nc1ccc(cc1)C)CCN1CCC(CC1)C. The result is 0 (inactive).